From a dataset of Reaction yield outcomes from USPTO patents with 853,638 reactions. Predict the reaction yield, written as a fraction of the theoretical maximum amount of product (1.0 means a 100% yield; for example, 0.34 means a 34% yield). The reactants are [N:1]1[CH:6]=[CH:5][CH:4]=[C:3]([C:7]2[S:11][C:10]([C:12](=[N:14][OH:15])[CH3:13])=[N:9][N:8]=2)[CH:2]=1.C(=O)([O-])[O-].[Cs+].[Cs+].Cl[C:23]1[N:28]=[CH:27][CH:26]=[CH:25][N:24]=1. The catalyst is C(#N)C. The product is [N:1]1[CH:6]=[CH:5][CH:4]=[C:3]([C:7]2[S:11][C:10]([C:12](=[N:14][O:15][C:23]3[N:28]=[CH:27][CH:26]=[CH:25][N:24]=3)[CH3:13])=[N:9][N:8]=2)[CH:2]=1. The yield is 0.230.